Dataset: Catalyst prediction with 721,799 reactions and 888 catalyst types from USPTO. Task: Predict which catalyst facilitates the given reaction. (1) Reactant: [I:1][C:2]1[C:10]([CH3:11])=[CH:9][CH:8]=[CH:7][C:3]=1[C:4]([OH:6])=O.[CH2:12]([O:14][C:15]([C:17]1([NH2:27])[CH2:25][C:24]2[C:19](=[CH:20][CH:21]=[C:22]([F:26])[CH:23]=2)[CH2:18]1)=[O:16])[CH3:13].CN(C(ON1N=NC2C=CC=NC1=2)=[N+](C)C)C.F[P-](F)(F)(F)(F)F.CCN(C(C)C)C(C)C. Product: [CH2:12]([O:14][C:15]([C:17]1([NH:27][C:4](=[O:6])[C:3]2[CH:7]=[CH:8][CH:9]=[C:10]([CH3:11])[C:2]=2[I:1])[CH2:25][C:24]2[C:19](=[CH:20][CH:21]=[C:22]([F:26])[CH:23]=2)[CH2:18]1)=[O:16])[CH3:13]. The catalyst class is: 3. (2) The catalyst class is: 6. Product: [C:19]([C:16]1[CH:17]=[CH:18][C:13]([C:4]2[C:5]([C:7]3[CH:8]=[CH:9][N:10]=[CH:11][CH:12]=3)=[CH:6][N:2]([CH3:1])[N:3]=2)=[N:14][CH:15]=1)#[CH:20]. Reactant: [CH3:1][N:2]1[CH:6]=[C:5]([C:7]2[CH:12]=[CH:11][N:10]=[CH:9][CH:8]=2)[C:4]([C:13]2[CH:18]=[CH:17][C:16]([C:19]#[C:20][Si](C)(C)C)=[CH:15][N:14]=2)=[N:3]1.CCCC[N+](CCCC)(CCCC)CCCC.[F-].